From a dataset of Full USPTO retrosynthesis dataset with 1.9M reactions from patents (1976-2016). Predict the reactants needed to synthesize the given product. (1) Given the product [C:1]([O:5][C:6]([NH:8][C@H:9]1[CH2:14][CH2:13][CH2:12][CH2:11][C@H:10]1[NH:15][C:16]1[N:21]=[C:20]([C:40]2[S:44][N:43]=[CH:42][CH:41]=2)[C:19]2[C:23](=[O:33])[N:24]([C:26]([O:28][C:29]([CH3:32])([CH3:31])[CH3:30])=[O:27])[CH2:25][C:18]=2[C:17]=1[F:34])=[O:7])([CH3:4])([CH3:3])[CH3:2], predict the reactants needed to synthesize it. The reactants are: [C:1]([O:5][C:6]([NH:8][C@H:9]1[CH2:14][CH2:13][CH2:12][CH2:11][C@H:10]1[NH:15][C:16]1[N:21]=[C:20](Cl)[C:19]2[C:23](=[O:33])[N:24]([C:26]([O:28][C:29]([CH3:32])([CH3:31])[CH3:30])=[O:27])[CH2:25][C:18]=2[C:17]=1[F:34])=[O:7])([CH3:4])([CH3:3])[CH3:2].C([Sn](CCCC)(CCCC)[C:40]1[S:44][N:43]=[CH:42][CH:41]=1)CCC.O. (2) Given the product [Cl:12][C:13]1[CH:18]=[C:17]([F:19])[C:16]([C:20]2[C:29]3[C:24](=[CH:25][C:26]([N:30]4[CH2:35][CH2:34][O:33][CH2:32][CH2:31]4)=[CH:27][CH:28]=3)[N:23]=[CH:22][N:21]=2)=[CH:15][C:14]=1[C:36]([C:38]1[N:39]=[N:40][C:41]([O:44][CH3:45])=[CH:42][CH:43]=1)([OH:37])[C:5]#[CH:6], predict the reactants needed to synthesize it. The reactants are: C[Si]([C:5]#[CH:6])(C)C.C([Li])CCC.[Cl:12][C:13]1[CH:18]=[C:17]([F:19])[C:16]([C:20]2[C:29]3[C:24](=[CH:25][C:26]([N:30]4[CH2:35][CH2:34][O:33][CH2:32][CH2:31]4)=[CH:27][CH:28]=3)[N:23]=[CH:22][N:21]=2)=[CH:15][C:14]=1[C:36]([C:38]1[N:39]=[N:40][C:41]([O:44][CH3:45])=[CH:42][CH:43]=1)=[O:37].O.O.O.[F-].C([N+](CCCC)(CCCC)CCCC)CCC. (3) The reactants are: [CH3:1][O:2][C:3]1[CH:8]=[CH:7][C:6]([CH3:9])=[CH:5][CH:4]=1.CS(C)=[O:12].[O-]S(OOS([O-])(=O)=O)(=O)=O.[Na+].[Na+]. Given the product [CH3:1][O:2][C:3]1[CH:8]=[CH:7][C:6]([CH:9]=[O:12])=[CH:5][CH:4]=1, predict the reactants needed to synthesize it.